This data is from Reaction yield outcomes from USPTO patents with 853,638 reactions. The task is: Predict the reaction yield, written as a fraction of the theoretical maximum amount of product (1.0 means a 100% yield; for example, 0.34 means a 34% yield). (1) The reactants are [CH:1]([N:14]1[C:22]2[C:17](=[CH:18][C:19]([Cl:23])=[CH:20][CH:21]=2)[C:16]([CH2:24][CH2:25][S:26]([C:29]2[CH:34]=[CH:33][C:32]([C:35]3[CH:36]=[C:37]([CH:42]=[CH:43][CH:44]=3)[C:38]([O:40][CH3:41])=[O:39])=[CH:31][CH:30]=2)(=[O:28])=[O:27])=[C:15]1[CH2:45][CH2:46]OS(C)(=O)=O)([C:8]1[CH:13]=[CH:12][CH:11]=[CH:10][CH:9]=1)[C:2]1[CH:7]=[CH:6][CH:5]=[CH:4][CH:3]=1.[N-:52]=[N+:53]=[N-:54].[Na+].CN(C=O)C. The catalyst is O. The product is [N:52]([CH2:46][CH2:45][C:15]1[N:14]([CH:1]([C:2]2[CH:7]=[CH:6][CH:5]=[CH:4][CH:3]=2)[C:8]2[CH:13]=[CH:12][CH:11]=[CH:10][CH:9]=2)[C:22]2[C:17]([C:16]=1[CH2:24][CH2:25][S:26]([C:29]1[CH:34]=[CH:33][C:32]([C:35]3[CH:36]=[C:37]([CH:42]=[CH:43][CH:44]=3)[C:38]([O:40][CH3:41])=[O:39])=[CH:31][CH:30]=1)(=[O:28])=[O:27])=[CH:18][C:19]([Cl:23])=[CH:20][CH:21]=2)=[N+:53]=[N-:54]. The yield is 0.990. (2) The reactants are [CH3:1][O:2][C:3]1[N:8]=[CH:7][C:6]([OH:9])=[CH:5][CH:4]=1.C([Mg]Cl)(C)C.[Br:15][C:16]1[CH:24]=[CH:23][CH:22]=[C:21]2[C:17]=1[C:18](=[O:36])[C:19](=[O:35])[N:20]2[CH2:25][C:26]1[O:27][C:28]([C:31]([F:34])([F:33])[F:32])=[CH:29][CH:30]=1. The catalyst is O1CCCC1. The product is [Br:15][C:16]1[CH:24]=[CH:23][CH:22]=[C:21]2[C:17]=1[C:18]([OH:36])([C:7]1[C:6]([OH:9])=[CH:5][CH:4]=[C:3]([O:2][CH3:1])[N:8]=1)[C:19](=[O:35])[N:20]2[CH2:25][C:26]1[O:27][C:28]([C:31]([F:33])([F:34])[F:32])=[CH:29][CH:30]=1. The yield is 0.650.